From a dataset of Reaction yield outcomes from USPTO patents with 853,638 reactions. Predict the reaction yield, written as a fraction of the theoretical maximum amount of product (1.0 means a 100% yield; for example, 0.34 means a 34% yield). (1) The reactants are [Br:1][C:2]1[C:11]2[C:6](=[CH:7][C:8]([C:12]3[NH:13][C:14]4[C:19]([C:20]=3[CH2:21][CH2:22][CH2:23][CH2:24][CH3:25])=[CH:18][CH:17]=[CH:16][CH:15]=4)=[CH:9][CH:10]=2)[CH:5]=[CH:4][C:3]=1[O:26][CH2:27][C:28]#[N:29].CC([O-])(C)C.[K+].[CH:36]1[CH:41]=[CH:40][C:39]([CH2:42]Br)=[CH:38][CH:37]=1. The catalyst is C1COCC1. The product is [CH2:42]([N:13]1[C:14]2[C:19](=[CH:18][CH:17]=[CH:16][CH:15]=2)[C:20]([CH2:21][CH2:22][CH2:23][CH2:24][CH3:25])=[C:12]1[C:8]1[CH:7]=[C:6]2[C:11](=[CH:10][CH:9]=1)[C:2]([Br:1])=[C:3]([O:26][CH2:27][C:28]#[N:29])[CH:4]=[CH:5]2)[C:39]1[CH:40]=[CH:41][CH:36]=[CH:37][CH:38]=1. The yield is 0.560. (2) The reactants are [Cl:1][C:2]1[S:6][C:5]([S:7](Cl)(=[O:9])=[O:8])=[CH:4][CH:3]=1.[CH2:11]([CH:13]([CH2:18][CH2:19][OH:20])[CH:14](C)[CH2:15][OH:16])[CH3:12].C([N:23](CC)CC)C.CCOC(C)=O.CCCCCC. The catalyst is C(Cl)Cl. The product is [Cl:1][C:2]1[S:6][C:5]([S:7]([NH:23][CH:14]([CH2:15][OH:16])[CH:13]([CH2:11][CH3:12])[CH2:18][CH2:19][OH:20])(=[O:9])=[O:8])=[CH:4][CH:3]=1. The yield is 0.0730. (3) The reactants are [F:1][C:2]1[CH:9]=[CH:8][C:5]([NH:6][CH3:7])=[CH:4][CH:3]=1.Br.Br[CH:12]([C:14]1[CH:15]=[C:16]([C:31]([N:33]([CH2:35][CH2:36][N:37]([CH3:39])[CH3:38])[CH3:34])=[O:32])[CH:17]=[C:18]2[C:23]=1[O:22][C:21]([N:24]1[CH2:29][CH2:28][O:27][CH2:26][CH2:25]1)=[CH:20][C:19]2=[O:30])[CH3:13]. The yield is 0.464. The product is [CH3:38][N:37]([CH3:39])[CH2:36][CH2:35][N:33]([CH3:34])[C:31]([C:16]1[CH:17]=[C:18]2[C:23](=[C:14]([CH:12]([N:6]([C:5]3[CH:8]=[CH:9][C:2]([F:1])=[CH:3][CH:4]=3)[CH3:7])[CH3:13])[CH:15]=1)[O:22][C:21]([N:24]1[CH2:25][CH2:26][O:27][CH2:28][CH2:29]1)=[CH:20][C:19]2=[O:30])=[O:32]. No catalyst specified. (4) The reactants are [CH3:1][C:2]1[N:3]=[CH:4][C:5]2[C:10]([CH:11]=1)=[CH:9][C:8]([CH2:12]O)=[CH:7][CH:6]=2.O=S(Cl)[Cl:16]. No catalyst specified. The product is [Cl:16][CH2:12][C:8]1[CH:9]=[C:10]2[C:5](=[CH:6][CH:7]=1)[CH:4]=[N:3][C:2]([CH3:1])=[CH:11]2. The yield is 0.850. (5) The reactants are [Cl:1][C:2]1[CH:3]=[C:4]([NH2:9])[C:5]([NH2:8])=[CH:6][CH:7]=1.[F:10][C:11]([F:20])([F:19])[C:12]([OH:18])([CH3:17])[CH2:13][C:14](O)=[O:15].CN(C(ON1N=NC2C=CC=NC1=2)=[N+](C)C)C.F[P-](F)(F)(F)(F)F.CCN(C(C)C)C(C)C. The product is [NH2:9][C:4]1[CH:3]=[C:2]([Cl:1])[CH:7]=[CH:6][C:5]=1[NH:8][C:14](=[O:15])[CH2:13][C:12]([OH:18])([CH3:17])[C:11]([F:20])([F:19])[F:10]. The catalyst is O.CN(C=O)C. The yield is 0.760.